From a dataset of HIV replication inhibition screening data with 41,000+ compounds from the AIDS Antiviral Screen. Binary Classification. Given a drug SMILES string, predict its activity (active/inactive) in a high-throughput screening assay against a specified biological target. (1) The compound is CC(=CC(=O)Nc1ccc2nn[nH]c2c1)Nc1ccc2nn[nH]c2c1. The result is 0 (inactive). (2) The compound is OC1C(O)C(O)C2(CO2)C(O)C1O. The result is 0 (inactive). (3) The drug is CC=C(C1CC2c3[nH]c4ccccc4c3CCN2C(=O)C1C(=O)OCC)[Si](C)(C)C. The result is 0 (inactive).